The task is: Predict the reactants needed to synthesize the given product.. This data is from Full USPTO retrosynthesis dataset with 1.9M reactions from patents (1976-2016). (1) Given the product [Cl:1][C:2]1[C:3]([C:4]#[N:5])=[C:6]([CH:11]2[CH2:12][CH2:13][N:14]([C:17]([O:19][C:20]([CH3:23])([CH3:22])[CH3:21])=[O:18])[CH2:15][CH2:16]2)[CH:7]=[C:8]([Cl:10])[N:9]=1, predict the reactants needed to synthesize it. The reactants are: [Cl:1][C:2]1[N:9]=[C:8]([Cl:10])[CH:7]=[C:6]([CH:11]2[CH2:16][CH2:15][NH:14][CH2:13][CH2:12]2)[C:3]=1[C:4]#[N:5].[C:17](O[C:17]([O:19][C:20]([CH3:23])([CH3:22])[CH3:21])=[O:18])([O:19][C:20]([CH3:23])([CH3:22])[CH3:21])=[O:18].C(OCC)(=O)C. (2) Given the product [Br:19][C:16]1[CH:17]=[CH:18][C:13]([CH2:12][N:9]2[CH2:10][CH2:11][C:6]([S:20]([C:23]3[CH:28]=[CH:27][C:26]([O:29][CH2:30][C:31]#[C:32][CH2:33][N:34]4[CH2:39][CH2:38][CH2:37][CH2:36][CH2:35]4)=[CH:25][CH:24]=3)(=[O:22])=[O:21])([C:4]([OH:5])=[O:3])[CH2:7][CH2:8]2)=[CH:14][CH:15]=1, predict the reactants needed to synthesize it. The reactants are: C([O:3][C:4]([C:6]1([S:20]([C:23]2[CH:28]=[CH:27][C:26]([O:29][CH2:30][C:31]#[C:32][CH2:33][N:34]3[CH2:39][CH2:38][CH2:37][CH2:36][CH2:35]3)=[CH:25][CH:24]=2)(=[O:22])=[O:21])[CH2:11][CH2:10][N:9]([CH2:12][C:13]2[CH:18]=[CH:17][C:16]([Br:19])=[CH:15][CH:14]=2)[CH2:8][CH2:7]1)=[O:5])C.CO.[OH-].[Na+].